This data is from NCI-60 drug combinations with 297,098 pairs across 59 cell lines. The task is: Regression. Given two drug SMILES strings and cell line genomic features, predict the synergy score measuring deviation from expected non-interaction effect. Drug 1: CN(C)C1=NC(=NC(=N1)N(C)C)N(C)C. Synergy scores: CSS=19.4, Synergy_ZIP=-9.39, Synergy_Bliss=-0.247, Synergy_Loewe=-15.6, Synergy_HSA=-1.09. Drug 2: C1=CC(=CC=C1CCCC(=O)O)N(CCCl)CCCl. Cell line: SN12C.